From a dataset of Forward reaction prediction with 1.9M reactions from USPTO patents (1976-2016). Predict the product of the given reaction. (1) Given the reactants Br.[CH3:2][N:3]1[CH2:8][CH2:7][CH:6]=[C:5]([C:9]([OH:11])=[O:10])[CH2:4]1.[ClH:12], predict the reaction product. The product is: [ClH:12].[CH3:2][N:3]1[CH2:8][CH2:7][CH:6]=[C:5]([C:9]([OH:11])=[O:10])[CH2:4]1. (2) Given the reactants CC(C)([O-])C.[K+].[C:7](#[N:9])[CH3:8].[CH3:10][S:11][C:12]1[CH:19]=[CH:18][C:15]([C:16]#[N:17])=[CH:14][CH:13]=1, predict the reaction product. The product is: [NH2:17][C:16]([C:15]1[CH:18]=[CH:19][C:12]([S:11][CH3:10])=[CH:13][CH:14]=1)=[CH:8][C:7]#[N:9]. (3) The product is: [NH2:1][CH2:4][C:5]([N:7]([CH2:14][C:15]1[CH:16]=[CH:17][CH:18]=[CH:19][CH:20]=1)[C@@H:8]([CH:10]1[CH2:11][CH2:12][CH2:13]1)[CH3:9])=[O:6]. Given the reactants [N:1]([CH2:4][C:5]([N:7]([CH2:14][C:15]1[CH:20]=[CH:19][CH:18]=[CH:17][CH:16]=1)[C@@H:8]([CH:10]1[CH2:13][CH2:12][CH2:11]1)[CH3:9])=[O:6])=[N+]=[N-].C1C=CC(P(C2C=CC=CC=2)C2C=CC=CC=2)=CC=1, predict the reaction product. (4) Given the reactants [C:1]([O:5][C:6]([NH:8][CH2:9][CH2:10][C:11]1[C:12]2[CH:18]=[CH:17][S:16][C:13]=2[NH:14][CH:15]=1)=[O:7])([CH3:4])([CH3:3])[CH3:2].[C:19]1([S:25](Cl)(=[O:27])=[O:26])[CH:24]=[CH:23][CH:22]=[CH:21][CH:20]=1.CC([O-])(C)C.[K+], predict the reaction product. The product is: [C:1]([O:5][C:6]([NH:8][CH2:9][CH2:10][C:11]1[C:12]2[CH:18]=[CH:17][S:16][C:13]=2[N:14]([S:25]([C:19]2[CH:24]=[CH:23][CH:22]=[CH:21][CH:20]=2)(=[O:27])=[O:26])[CH:15]=1)=[O:7])([CH3:4])([CH3:2])[CH3:3]. (5) Given the reactants [N+:1]([C:4]1[CH:5]=[C:6]([NH:10][C:11]2[N:16]=[C:15]([C:17]3[CH:18]=[N:19][CH:20]=[CH:21][CH:22]=3)[CH:14]=[CH:13][N:12]=2)[CH:7]=[CH:8][CH:9]=1)([O-])=O.Cl[Sn]Cl.O, predict the reaction product. The product is: [N:19]1[CH:20]=[CH:21][CH:22]=[C:17]([C:15]2[CH:14]=[CH:13][N:12]=[C:11]([NH:10][C:6]3[CH:7]=[CH:8][CH:9]=[C:4]([NH2:1])[CH:5]=3)[N:16]=2)[CH:18]=1.